Dataset: Reaction yield outcomes from USPTO patents with 853,638 reactions. Task: Predict the reaction yield, written as a fraction of the theoretical maximum amount of product (1.0 means a 100% yield; for example, 0.34 means a 34% yield). (1) The reactants are [C:1]1([CH3:15])[CH:6]=[CH:5][CH:4]=[CH:3][C:2]=1[C:7]1[N:12]=[CH:11][C:10]([CH2:13]O)=[CH:9][CH:8]=1.[BrH:16]. No catalyst specified. The product is [BrH:16].[Br:16][CH2:13][C:10]1[CH:9]=[CH:8][C:7]([C:2]2[CH:3]=[CH:4][CH:5]=[CH:6][C:1]=2[CH3:15])=[N:12][CH:11]=1. The yield is 0.950. (2) The catalyst is CN(C)C=O. The yield is 0.690. The reactants are [CH3:1][O:2][C:3]1[CH:4]=[C:5]([CH:14]([CH3:18])[C:15]([OH:17])=O)[CH:6]=[N:7][C:8]=1[NH:9][S:10]([CH3:13])(=[O:12])=[O:11].C(N=C=NCCCN(C)C)C.ON1C2C=CC=CC=2N=N1.[Cl:40][C:41]1[CH:42]=[C:43]([N:47]2[C:51]([CH2:52][NH2:53])=[CH:50][C:49]([C:54]([F:57])([F:56])[F:55])=[N:48]2)[CH:44]=[CH:45][CH:46]=1. The product is [Cl:40][C:41]1[CH:42]=[C:43]([N:47]2[C:51]([CH2:52][NH:53][C:15](=[O:17])[CH:14]([C:5]3[CH:6]=[N:7][C:8]([NH:9][S:10]([CH3:13])(=[O:11])=[O:12])=[C:3]([O:2][CH3:1])[CH:4]=3)[CH3:18])=[CH:50][C:49]([C:54]([F:55])([F:56])[F:57])=[N:48]2)[CH:44]=[CH:45][CH:46]=1. (3) The yield is 0.780. The reactants are [NH2:1][C:2]1[C:11]2[C:6](=[C:7](Br)[CH:8]=[CH:9][CH:10]=2)[N:5]=[N:4][C:3]=1[C:13]([NH:15][CH:16]1[CH2:18][CH2:17]1)=[O:14].[F:19][C:20]1[C:25]([O:26][CH3:27])=[CH:24][CH:23]=[CH:22][C:21]=1B(O)O. No catalyst specified. The product is [NH2:1][C:2]1[C:11]2[C:6](=[C:7]([C:21]3[CH:22]=[CH:23][CH:24]=[C:25]([O:26][CH3:27])[C:20]=3[F:19])[CH:8]=[CH:9][CH:10]=2)[N:5]=[N:4][C:3]=1[C:13]([NH:15][CH:16]1[CH2:18][CH2:17]1)=[O:14].